Dataset: Peptide-MHC class I binding affinity with 185,985 pairs from IEDB/IMGT. Task: Regression. Given a peptide amino acid sequence and an MHC pseudo amino acid sequence, predict their binding affinity value. This is MHC class I binding data. The peptide sequence is YRTAVCGLY. The MHC is HLA-A02:06 with pseudo-sequence HLA-A02:06. The binding affinity (normalized) is 0.0847.